Dataset: Full USPTO retrosynthesis dataset with 1.9M reactions from patents (1976-2016). Task: Predict the reactants needed to synthesize the given product. Given the product [CH3:1][N:2]1[C:34]2[C:29](=[CH:30][CH:31]=[CH:32][CH:33]=2)[C:4]([CH2:5][C@@H:6]([C:25]([OH:27])=[O:26])[NH:7][C:8](=[O:24])[CH:9]=[CH:10][C:11]2[CH:12]=[CH:13][C:14]([O:17][C:18]3[CH:23]=[CH:22][CH:21]=[CH:20][CH:19]=3)=[CH:15][CH:16]=2)=[CH:3]1, predict the reactants needed to synthesize it. The reactants are: [CH3:1][N:2]1[C:34]2[C:29](=[CH:30][CH:31]=[CH:32][CH:33]=2)[C:4]([CH2:5][C@@H:6]([C:25]([O:27]C)=[O:26])[NH:7][C:8](=[O:24])[CH:9]=[CH:10][C:11]2[CH:16]=[CH:15][C:14]([O:17][C:18]3[CH:23]=[CH:22][CH:21]=[CH:20][CH:19]=3)=[CH:13][CH:12]=2)=[CH:3]1.[OH-].[Na+].